Predict the reactants needed to synthesize the given product. From a dataset of Full USPTO retrosynthesis dataset with 1.9M reactions from patents (1976-2016). Given the product [Br:1][C:2]1[CH:3]=[C:4]2[C:8]([CH2:7][C:6]3([CH2:15][CH2:14][CH:13]([O:16][CH3:17])[CH2:12][CH2:11]3)[C:5]2=[NH:18])=[CH:9][CH:10]=1, predict the reactants needed to synthesize it. The reactants are: [Br:1][C:2]1[CH:3]=[C:4]2[C:8](=[CH:9][CH:10]=1)[CH2:7][C:6]1([CH2:15][CH2:14][CH:13]([O:16][CH3:17])[CH2:12][CH2:11]1)[C:5]2=[N:18]S(C(C)(C)C)=O.Cl.CCOCC.